This data is from Full USPTO retrosynthesis dataset with 1.9M reactions from patents (1976-2016). The task is: Predict the reactants needed to synthesize the given product. (1) Given the product [C:92]([OH:99])(=[O:98])[CH2:93][CH2:94][C:95]([OH:97])=[O:96].[F:62][C:35]([F:34])([F:61])[C:36]1[N:37]=[C:38]([CH:48]2[CH2:49][CH2:50][N:51]([C:54]([O:56][C:57]([CH3:58])([CH3:59])[CH3:60])=[O:55])[CH2:52][CH2:53]2)[N:39]([CH2:41][CH2:42][N:43]2[CH2:47][CH2:46][CH2:45][CH2:44]2)[CH:40]=1, predict the reactants needed to synthesize it. The reactants are: [Cl-].ClCC[NH+]1CCCC1.FC(F)(F)C1N=C(C2CCN(C(OC(C)(C)C)=O)CC2)NC=1.[OH-].[K+].[F:34][C:35]([F:62])([F:61])[C:36]1[N:37]=[C:38]([CH:48]2[CH2:53][CH2:52][N:51]([C:54]([O:56][C:57]([CH3:60])([CH3:59])[CH3:58])=[O:55])[CH2:50][CH2:49]2)[N:39]([CH2:41][CH2:42][N:43]2[CH2:47][CH2:46][CH2:45][CH2:44]2)[CH:40]=1.FC(F)(F)C1N(CCN2CCCC2)C(C2CCN(C(OC(C)(C)C)=O)CC2)=NC=1.[C:92]([OH:99])(=[O:98])[CH2:93][CH2:94][C:95]([OH:97])=[O:96]. (2) Given the product [Br:2][C:3]1[CH:8]=[CH:7][N:6]([C:15]([O:17][C:18]2[CH:23]=[CH:22][CH:21]=[CH:20][CH:19]=2)=[O:16])[CH:5]([CH:9]([CH3:11])[CH3:10])[CH:4]=1, predict the reactants needed to synthesize it. The reactants are: Cl.[Br:2][C:3]1[CH:8]=[CH:7][N:6]=[CH:5][CH:4]=1.[CH:9]([Mg]Br)([CH3:11])[CH3:10].Cl[C:15]([O:17][C:18]1[CH:23]=[CH:22][CH:21]=[CH:20][CH:19]=1)=[O:16]. (3) The reactants are: [C:1](Cl)(=[O:3])[CH3:2].[CH2:5]([N:12]1[CH2:17][CH2:16][CH:15]([N:18]([CH2:26][C:27]2[N:28]=[C:29]([CH2:51][NH:52][CH3:53])[N:30]([C:32]([C:45]3[CH:50]=[CH:49][CH:48]=[CH:47][CH:46]=3)([C:39]3[CH:44]=[CH:43][CH:42]=[CH:41][CH:40]=3)[C:33]3[CH:38]=[CH:37][CH:36]=[CH:35][CH:34]=3)[CH:31]=2)[C:19](=[O:25])[O:20][C:21]([CH3:24])([CH3:23])[CH3:22])[CH2:14][CH2:13]1)[C:6]1[CH:11]=[CH:10][CH:9]=[CH:8][CH:7]=1.C(N(CC)CC)C. Given the product [C:1]([N:52]([CH2:51][C:29]1[N:30]([C:32]([C:45]2[CH:50]=[CH:49][CH:48]=[CH:47][CH:46]=2)([C:33]2[CH:34]=[CH:35][CH:36]=[CH:37][CH:38]=2)[C:39]2[CH:40]=[CH:41][CH:42]=[CH:43][CH:44]=2)[CH:31]=[C:27]([CH2:26][N:18]([CH:15]2[CH2:16][CH2:17][N:12]([CH2:5][C:6]3[CH:7]=[CH:8][CH:9]=[CH:10][CH:11]=3)[CH2:13][CH2:14]2)[C:19](=[O:25])[O:20][C:21]([CH3:23])([CH3:22])[CH3:24])[N:28]=1)[CH3:53])(=[O:3])[CH3:2], predict the reactants needed to synthesize it.